Dataset: NCI-60 drug combinations with 297,098 pairs across 59 cell lines. Task: Regression. Given two drug SMILES strings and cell line genomic features, predict the synergy score measuring deviation from expected non-interaction effect. (1) Drug 1: CC1C(C(CC(O1)OC2CC(OC(C2O)C)OC3=CC4=CC5=C(C(=O)C(C(C5)C(C(=O)C(C(C)O)O)OC)OC6CC(C(C(O6)C)O)OC7CC(C(C(O7)C)O)OC8CC(C(C(O8)C)O)(C)O)C(=C4C(=C3C)O)O)O)O. Drug 2: B(C(CC(C)C)NC(=O)C(CC1=CC=CC=C1)NC(=O)C2=NC=CN=C2)(O)O. Cell line: U251. Synergy scores: CSS=69.2, Synergy_ZIP=-1.37, Synergy_Bliss=-0.142, Synergy_Loewe=-2.93, Synergy_HSA=1.84. (2) Drug 1: CN1C2=C(C=C(C=C2)N(CCCl)CCCl)N=C1CCCC(=O)O.Cl. Drug 2: CN(CC1=CN=C2C(=N1)C(=NC(=N2)N)N)C3=CC=C(C=C3)C(=O)NC(CCC(=O)O)C(=O)O. Cell line: T-47D. Synergy scores: CSS=-4.46, Synergy_ZIP=2.88, Synergy_Bliss=1.28, Synergy_Loewe=-0.420, Synergy_HSA=-5.73.